Dataset: Full USPTO retrosynthesis dataset with 1.9M reactions from patents (1976-2016). Task: Predict the reactants needed to synthesize the given product. (1) Given the product [Cl:21][C:22]1[CH:23]=[C:24]([N:31]2[CH2:36][CH2:35][N:34]([C:18]([C:9]3[CH:10]=[C:11]([S:14]([CH3:17])(=[O:15])=[O:16])[CH:12]=[CH:13][C:8]=3[C:5]3[CH:4]=[CH:3][C:2]([F:1])=[CH:7][CH:6]=3)=[O:20])[CH2:33][CH2:32]2)[CH:25]=[C:26]([F:30])[C:27]=1[O:28][CH3:29], predict the reactants needed to synthesize it. The reactants are: [F:1][C:2]1[CH:7]=[CH:6][C:5]([C:8]2[C:9]([C:18]([OH:20])=O)=[CH:10][C:11]([S:14]([CH3:17])(=[O:16])=[O:15])=[CH:12][CH:13]=2)=[CH:4][CH:3]=1.[Cl:21][C:22]1[CH:23]=[C:24]([N:31]2[CH2:36][CH2:35][NH:34][CH2:33][CH2:32]2)[CH:25]=[C:26]([F:30])[C:27]=1[O:28][CH3:29]. (2) Given the product [CH3:7][O:8][C:9]1[CH:10]=[C:11]([C:12]2[O:14][N:27]=[C:26]([C:28]3[CH:33]=[CH:32][CH:31]=[CH:30][C:29]=3[O:34][CH3:35])[N:25]=2)[CH:15]=[CH:16][C:17]=1[C:18]1[C:22]([CH3:23])=[CH:21][S:20][CH:19]=1, predict the reactants needed to synthesize it. The reactants are: C(Cl)(=O)C(Cl)=O.[CH3:7][O:8][C:9]1[CH:10]=[C:11]([CH:15]=[CH:16][C:17]=1[C:18]1[C:22]([CH3:23])=[CH:21][S:20][CH:19]=1)[C:12]([OH:14])=O.O[N:25]=[C:26]([C:28]1[CH:33]=[CH:32][CH:31]=[CH:30][C:29]=1[O:34][CH3:35])[NH2:27].CCN(C(C)C)C(C)C. (3) Given the product [Cl:31][C:32]1[C:33]([O:47][CH3:48])=[CH:34][C:35]2[N:39]=[C:38]([C:40]3[C:44]([NH:45][C:64]([N:58]4[CH2:63][CH2:62][CH2:61][CH2:60][CH2:59]4)=[O:65])=[CH:43][NH:42][N:41]=3)[NH:37][C:36]=2[CH:46]=1, predict the reactants needed to synthesize it. The reactants are: N1C=CC=C(CNC(C2C=CC3NC(C4C(C(=O)NC(C)C)=CNN=4)=NC=3C=2)=O)C=1.[Cl:31][C:32]1[C:33]([O:47][CH3:48])=[CH:34][C:35]2[N:39]=[C:38]([C:40]3[C:44]([NH2:45])=[CH:43][NH:42][N:41]=3)[NH:37][C:36]=2[CH:46]=1.C(N(C(C)C)CC)(C)C.[N:58]1([C:64](Cl)=[O:65])[CH2:63][CH2:62][CH2:61][CH2:60][CH2:59]1. (4) Given the product [Cl:6][C:7]1[CH:8]=[CH:9][C:10]([C:29]([O:31][CH3:32])=[O:30])=[C:11]2[C:15]=1[N:14]=[C:13]1[N:16]([C:17]3[C:22]([Cl:23])=[CH:21][C:20]([Cl:24])=[CH:19][N:18]=3)[CH2:27][CH2:26][CH2:25][N:12]21, predict the reactants needed to synthesize it. The reactants are: CS(Cl)(=O)=O.[Cl:6][C:7]1[C:15]2[N:14]=[C:13]([NH:16][C:17]3[C:22]([Cl:23])=[CH:21][C:20]([Cl:24])=[CH:19][N:18]=3)[N:12]([CH2:25][CH2:26][CH2:27]O)[C:11]=2[C:10]([C:29]([O:31][CH3:32])=[O:30])=[CH:9][CH:8]=1.S([O-])(=O)(=O)C.C(=O)([O-])[O-].[K+].[K+]. (5) Given the product [ClH:61].[ClH:61].[CH2:48]([N:40]([CH2:38][CH3:39])[C:41]1[CH:46]=[CH:45][C:44]([NH:47][C:26]([C:25]2[CH:29]=[CH:30][C:22]([NH:21][C:19]([C:18]3[C:17]4[CH2:31][CH2:32][CH2:33][CH2:34][C:16]=4[S:15][C:14]=3[NH:13][C:11](=[O:12])[C:10]3[CH:35]=[CH:36][CH:37]=[C:8]([CH2:7][N:1]4[CH2:6][CH2:5][O:4][CH2:3][CH2:2]4)[CH:9]=3)=[O:20])=[CH:23][CH:24]=2)=[O:28])=[CH:43][CH:42]=1)[CH3:49], predict the reactants needed to synthesize it. The reactants are: [N:1]1([CH2:7][C:8]2[CH:9]=[C:10]([CH:35]=[CH:36][CH:37]=2)[C:11]([NH:13][C:14]2[S:15][C:16]3[CH2:34][CH2:33][CH2:32][CH2:31][C:17]=3[C:18]=2[C:19]([NH:21][C:22]2[CH:30]=[CH:29][C:25]([C:26]([OH:28])=O)=[CH:24][CH:23]=2)=[O:20])=[O:12])[CH2:6][CH2:5][O:4][CH2:3][CH2:2]1.[CH2:38]([N:40]([CH2:48][CH3:49])[C:41]1[CH:46]=[CH:45][C:44]([NH2:47])=[CH:43][CH:42]=1)[CH3:39].CCN=C=NCCCN(C)C.[ClH:61].C1C=CC2N(O)N=NC=2C=1.Cl.C(OCC)(=O)C. (6) Given the product [C:2]([NH2:1])(=[O:15])[CH2:6][C:7]([OH:9])=[O:8].[CH2:10]([O:9][C:7]([C:6]1[C:5]([CH3:12])=[CH:4][S:3][C:2]=1[NH:1][C:16](=[O:23])[CH2:17][C:18]([O:20][CH2:21][CH3:22])=[O:19])=[O:8])[CH3:11], predict the reactants needed to synthesize it. The reactants are: [NH2:1][C:2]1[S:3][CH:4]=[C:5]([CH3:12])[C:6]=1[C:7]([O:9][CH2:10][CH3:11])=[O:8].C([OH:15])C.[C:16](OCC)(=[O:23])[CH2:17][C:18]([O:20][CH2:21][CH3:22])=[O:19]. (7) The reactants are: [CH2:1]([O:3][C:4]1[CH:8]=[C:7]([NH:9][C:10](=[O:18])[O:11][C:12]2[CH:17]=[CH:16][CH:15]=[CH:14][CH:13]=2)[N:6]([C:19]2[CH:24]=[CH:23][CH:22]=[CH:21][CH:20]=2)[N:5]=1)[CH3:2].CC1C=CC(S([O-])(=O)=O)=CC=1.[NH+]1C=CC=CC=1.[Cl:42]N1C(=O)CCC1=O. Given the product [Cl:42][C:8]1[C:4]([O:3][CH2:1][CH3:2])=[N:5][N:6]([C:19]2[CH:24]=[CH:23][CH:22]=[CH:21][CH:20]=2)[C:7]=1[NH:9][C:10](=[O:18])[O:11][C:12]1[CH:17]=[CH:16][CH:15]=[CH:14][CH:13]=1, predict the reactants needed to synthesize it.